Dataset: Reaction yield outcomes from USPTO patents with 853,638 reactions. Task: Predict the reaction yield, written as a fraction of the theoretical maximum amount of product (1.0 means a 100% yield; for example, 0.34 means a 34% yield). (1) The reactants are [NH2:1][C:2]1[C:3](=[O:12])[N:4]([CH3:11])[C:5](=[O:10])[N:6]([CH3:9])[C:7]=1[NH2:8].[C:13](O)(=O)[CH2:14][OH:15].[OH-].[Na+].C(O)(=O)C. The catalyst is C(O)C.O. The product is [OH:15][CH2:14][C:13]1[NH:1][C:2]2[C:3](=[O:12])[N:4]([CH3:11])[C:5](=[O:10])[N:6]([CH3:9])[C:7]=2[N:8]=1. The yield is 0.595. (2) The reactants are [Cl:1][C:2]1[C:3]([NH2:8])=[N:4][CH:5]=[CH:6][CH:7]=1.Br[CH2:10][C:11](=O)[CH:12]([CH3:14])[CH3:13].C(=O)(O)[O-].[Na+]. The catalyst is C(O)C. The product is [Cl:1][C:2]1[C:3]2[N:4]([CH:10]=[C:11]([CH:12]([CH3:14])[CH3:13])[N:8]=2)[CH:5]=[CH:6][CH:7]=1. The yield is 0.620. (3) The reactants are Cl[C:2]1[C:3]2[N:10]=[CH:9][N:8]([CH:11]([CH3:13])[CH3:12])[C:4]=2[N:5]=[N:6][CH:7]=1.[F:14][C:15]1[CH:20]=[CH:19][C:18](B2OC(C)(C)C(C)(C)O2)=[CH:17][C:16]=1[C:30]1[CH:35]=[CH:34][C:33]([S:36]([NH2:39])(=[O:38])=[O:37])=[CH:32][CH:31]=1.C([O-])([O-])=O.[Na+].[Na+]. The catalyst is O1CCOCC1.O.C1C=CC(P([C]2[CH][CH][CH][CH]2)C2C=CC=CC=2)=CC=1.C1C=CC(P([C]2[CH][CH][CH][CH]2)C2C=CC=CC=2)=CC=1.Cl[Pd]Cl.[Fe]. The product is [F:14][C:15]1[CH:20]=[CH:19][C:18]([C:2]2[C:3]3[N:10]=[CH:9][N:8]([CH:11]([CH3:13])[CH3:12])[C:4]=3[N:5]=[N:6][CH:7]=2)=[CH:17][C:16]=1[C:30]1[CH:35]=[CH:34][C:33]([S:36]([NH2:39])(=[O:37])=[O:38])=[CH:32][CH:31]=1. The yield is 0.500. (4) The reactants are [Br:1][C:2]1[CH:3]=[C:4]([NH2:9])[C:5]([NH2:8])=[CH:6][CH:7]=1.[C:10](O)([C:12]([F:15])([F:14])[F:13])=O.Cl. No catalyst specified. The product is [Br:1][C:2]1[CH:7]=[CH:6][C:5]2[NH:8][C:10]([C:12]([F:15])([F:14])[F:13])=[N:9][C:4]=2[CH:3]=1. The yield is 0.600. (5) The reactants are C(OC(=O)N[C@H]1C[C@H](NC2SC3C=CC=CC=3N=2)C1)(C)(C)C.Cl.[NH2:24][C@H:25]1[CH2:28][C@H:27]([N:29]2[C:33]3=[N:34][CH:35]=[CH:36][CH:37]=[C:32]3[N:31]([CH3:38])[C:30]2=[O:39])[CH2:26]1.Cl[C:41]1[S:42][C:43]2[CH:49]=[CH:48][C:47]([F:50])=[CH:46][C:44]=2[N:45]=1.C(N(C(C)C)CC)(C)C. The catalyst is CN(C)C1C=CN=CC=1.CS(C)=O. The product is [F:50][C:47]1[CH:48]=[CH:49][C:43]2[S:42][C:41]([NH:24][C@H:25]3[CH2:28][C@H:27]([N:29]4[C:33]5=[N:34][CH:35]=[CH:36][CH:37]=[C:32]5[N:31]([CH3:38])[C:30]4=[O:39])[CH2:26]3)=[N:45][C:44]=2[CH:46]=1. The yield is 0.141. (6) The reactants are Br[CH2:2][C:3]([C:5]1([C:9]2[CH:14]=[CH:13][C:12]([Cl:15])=[C:11]([Cl:16])[CH:10]=2)[CH2:8][CH2:7][CH2:6]1)=[O:4].[C:17]1(=[O:27])[NH:21][C:20](=[O:22])[C:19]2=[CH:23][CH:24]=[CH:25][CH:26]=[C:18]12.[K]. The catalyst is CN(C=O)C. The product is [Cl:16][C:11]1[CH:10]=[C:9]([C:5]2([C:3](=[O:4])[CH2:2][N:21]3[C:17](=[O:27])[C:18]4[C:19](=[CH:23][CH:24]=[CH:25][CH:26]=4)[C:20]3=[O:22])[CH2:8][CH2:7][CH2:6]2)[CH:14]=[CH:13][C:12]=1[Cl:15]. The yield is 0.700. (7) The reactants are [CH2:1]([O:3][C:4](=[O:45])[NH:5][C:6]1[CH:11]=[C:10]([C:12]2[CH:17]=[CH:16][CH:15]=[C:14]([O:18][CH2:19][CH:20]([O:31][Si](C(C)(C)C)(C)C)[CH2:21][N:22](C(OC(C)(C)C)=O)[CH3:23])[CH:13]=2)[N:9]=[C:8]2[N:39]([CH:42]([CH3:44])[CH3:43])[N:40]=[CH:41][C:7]=12)[CH3:2].Cl. The catalyst is CO. The product is [OH:31][CH:20]([CH2:21][NH:22][CH3:23])[CH2:19][O:18][C:14]1[CH:13]=[C:12]([C:10]2[N:9]=[C:8]3[N:39]([CH:42]([CH3:44])[CH3:43])[N:40]=[CH:41][C:7]3=[C:6]([NH:5][C:4](=[O:45])[O:3][CH2:1][CH3:2])[CH:11]=2)[CH:17]=[CH:16][CH:15]=1. The yield is 0.140.